From a dataset of Full USPTO retrosynthesis dataset with 1.9M reactions from patents (1976-2016). Predict the reactants needed to synthesize the given product. (1) Given the product [OH:12][C:13]1[CH:14]=[CH:15][C:16]([C:17]([NH:19][CH2:20][C:21](=[O:37])[N:22]2[CH2:23][CH2:24][N:25]([C:28](=[O:36])[CH2:29][C:30]3[CH:31]=[CH:32][CH:33]=[CH:34][CH:35]=3)[CH2:26][CH2:27]2)=[O:18])=[CH:38][CH:39]=1, predict the reactants needed to synthesize it. The reactants are: C([O-])=O.[NH4+].C([O:12][C:13]1[CH:39]=[CH:38][C:16]([C:17]([NH:19][CH2:20][C:21](=[O:37])[N:22]2[CH2:27][CH2:26][N:25]([C:28](=[O:36])[CH2:29][C:30]3[CH:35]=[CH:34][CH:33]=[CH:32][CH:31]=3)[CH2:24][CH2:23]2)=[O:18])=[CH:15][CH:14]=1)C1C=CC=CC=1. (2) Given the product [CH3:18][O:17][C:16]1[CH:15]=[CH:14][CH:13]=[C:12]([O:19][CH3:20])[C:11]=1[CH:2]1[N:1]([CH2:31][C:29]2[CH:28]=[CH:27][C:25]3[N:26]=[C:22]([CH3:21])[S:23][C:24]=3[CH:30]=2)[C:5](=[O:7])[CH:4]([CH3:10])[CH2:3]1, predict the reactants needed to synthesize it. The reactants are: [NH2:1][CH:2]([C:11]1[C:16]([O:17][CH3:18])=[CH:15][CH:14]=[CH:13][C:12]=1[O:19][CH3:20])[CH2:3][CH:4]([CH3:10])[C:5]([O:7]CC)=O.[CH3:21][C:22]1[S:23][C:24]2[CH:30]=[C:29]([CH:31]=O)[CH:28]=[CH:27][C:25]=2[N:26]=1. (3) Given the product [NH:14]([NH:2][CH2:3][C:9]([OH:11])=[O:10])[C:15]([NH2:17])=[O:16].[NH3:1], predict the reactants needed to synthesize it. The reactants are: [NH3:1].[NH2:2][C@H:3]([C:9]([O-:11])=[O:10])CCC([O-])=O.C([O-])(=O)C([NH:14][C:15]([NH2:17])=[O:16])[NH:14][C:15]([NH2:17])=[O:16]. (4) The reactants are: [N:1]12[CH2:9][CH2:8][CH:5]([CH2:6][CH2:7]1)[N:4]([C:10]1[N:15]=[CH:14][C:13]([NH2:16])=[CH:12][CH:11]=1)[CH2:3][CH2:2]2.[C:17]([C:19]1[CH:27]=[CH:26][C:22]([C:23]([Cl:25])=[O:24])=[CH:21][CH:20]=1)#[N:18]. Given the product [ClH:25].[N:1]12[CH2:7][CH2:6][CH:5]([CH2:8][CH2:9]1)[N:4]([C:10]1[N:15]=[CH:14][C:13]([NH:16][C:23](=[O:24])[C:22]3[CH:26]=[CH:27][C:19]([C:17]#[N:18])=[CH:20][CH:21]=3)=[CH:12][CH:11]=1)[CH2:3][CH2:2]2, predict the reactants needed to synthesize it. (5) Given the product [N+:29]([O-:32])([OH:31])=[O:30].[Cl:1][C:2]1[C:7]2[S:8][CH:9]=[C:10]([CH2:11][O:12][C@H:13]([C:20]3[CH:25]=[CH:24][C:23]([Cl:26])=[CH:22][C:21]=3[Cl:27])[CH2:14][N:15]3[CH:19]=[CH:18][N:17]=[CH:16]3)[C:6]=2[CH:5]=[CH:4][CH:3]=1, predict the reactants needed to synthesize it. The reactants are: [Cl:1][C:2]1[C:7]2[S:8][CH:9]=[C:10]([CH2:11][O:12][C@H:13]([C:20]3[CH:25]=[CH:24][C:23]([Cl:26])=[CH:22][C:21]=3[Cl:27])[CH2:14][N:15]3[CH:19]=[CH:18][N:17]=[CH:16]3)[C:6]=2[CH:5]=[CH:4][CH:3]=1.O.[N+:29]([O-:32])([OH:31])=[O:30]. (6) Given the product [CH3:19][CH2:11][CH2:10][CH2:9][CH2:7][CH2:8][CH2:3][CH2:4][CH2:5][CH2:14][NH2:15], predict the reactants needed to synthesize it. The reactants are: CO[C:3]1[CH:4]=[C:5]([CH2:14][NH:15]C2CC2)C=[C:7](/[CH:9]=[CH:10]/[CH2:11]OC)[CH:8]=1.[CH3:19]COC(C)=O.